Dataset: Forward reaction prediction with 1.9M reactions from USPTO patents (1976-2016). Task: Predict the product of the given reaction. (1) Given the reactants [NH2:1][CH2:2][C@H:3]1[N:8]([C:9]([C:11]2[N:12]=[C:13]([CH3:23])[S:14][C:15]=2[C:16]2[CH:17]=[C:18]([CH3:22])[CH:19]=[CH:20][CH:21]=2)=[O:10])[CH2:7][C@H:6]2[C@@H:4]1[CH2:5]2.[C:24]([C:26]1[CH:27]=[C:28]([CH:32]=[CH:33][CH:34]=1)[C:29](O)=[O:30])#[N:25], predict the reaction product. The product is: [C:24]([C:26]1[CH:27]=[C:28]([CH:32]=[CH:33][CH:34]=1)[C:29]([NH:1][CH2:2][C@H:3]1[N:8]([C:9]([C:11]2[N:12]=[C:13]([CH3:23])[S:14][C:15]=2[C:16]2[CH:17]=[C:18]([CH3:22])[CH:19]=[CH:20][CH:21]=2)=[O:10])[CH2:7][C@H:6]2[C@@H:4]1[CH2:5]2)=[O:30])#[N:25]. (2) Given the reactants [Br:1][C:2]1[CH:22]=[CH:21][C:20]([F:23])=[CH:19][C:3]=1[O:4][CH:5]1[CH2:10][CH2:9][N:8]([C:11]2[N:16]=[CH:15][C:14]([C:17]#[CH:18])=[CH:13][N:12]=2)[CH2:7][CH2:6]1.[N-:24]=[N+:25]=[N-:26].[Na+].[O:28]=[C:29]1[O:35][C@H:34]([C@H:36](CO)O)[C:32]([O-])=[C:30]1O.[Na+].BrC(C)C(OCC)=O, predict the reaction product. The product is: [Br:1][C:2]1[CH:22]=[CH:21][C:20]([F:23])=[CH:19][C:3]=1[O:4][CH:5]1[CH2:10][CH2:9][N:8]([C:11]2[N:12]=[CH:13][C:14]([C:17]3[N:24]=[N:25][N:26]([CH:30]([CH3:32])[C:29]([O:35][CH2:34][CH3:36])=[O:28])[CH:18]=3)=[CH:15][N:16]=2)[CH2:7][CH2:6]1. (3) Given the reactants O[CH:2]([C:16]1[CH:21]=[CH:20][CH:19]=[CH:18][C:17]=1[S:22]([C:25]1[CH:30]=[CH:29][CH:28]=[CH:27][CH:26]=1)(=[O:24])=[O:23])[C:3]1[C:11]2[C:10](=[O:12])[CH2:9][C:8]([CH3:14])([CH3:13])[CH2:7][C:6]=2[NH:5][C:4]=1[CH3:15].C([SiH](CC)CC)C.FC(F)(F)C(O)=O, predict the reaction product. The product is: [CH3:15][C:4]1[NH:5][C:6]2[CH2:7][C:8]([CH3:14])([CH3:13])[CH2:9][C:10](=[O:12])[C:11]=2[C:3]=1[CH2:2][C:16]1[CH:21]=[CH:20][CH:19]=[CH:18][C:17]=1[S:22]([C:25]1[CH:30]=[CH:29][CH:28]=[CH:27][CH:26]=1)(=[O:24])=[O:23]. (4) Given the reactants [CH:1]1[C:10]2[C:5](=[CH:6][CH:7]=[CH:8][CH:9]=2)[CH:4]=[CH:3][C:2]=1B(O)O.[CH3:14][O:15][C:16]([C:18]1[N:19]=[CH:20][NH:21][CH:22]=1)=[O:17].CCOC(C)=O.[C@H](O)(C([O-])=O)[C@@H](O)C([O-])=O.[Na+].[K+], predict the reaction product. The product is: [CH3:14][O:15][C:16]([C:18]1[N:19]=[CH:20][N:21]([C:2]2[CH:3]=[CH:4][C:5]3[C:10](=[CH:9][CH:8]=[CH:7][CH:6]=3)[CH:1]=2)[CH:22]=1)=[O:17].